Task: Predict the reactants needed to synthesize the given product.. Dataset: Full USPTO retrosynthesis dataset with 1.9M reactions from patents (1976-2016) Given the product [CH2:1]([N:3]1[C:7]([CH3:8])=[C:6]([NH:9][C:16](=[O:17])[O:15][C:12]([CH3:14])([CH3:13])[CH3:11])[CH:5]=[N:4]1)[CH3:2], predict the reactants needed to synthesize it. The reactants are: [CH2:1]([N:3]1[C:7]([CH3:8])=[C:6]([NH2:9])[CH:5]=[N:4]1)[CH3:2].Cl.[CH3:11][C:12]([O:15][C:16](O[C:16]([O:15][C:12]([CH3:14])([CH3:13])[CH3:11])=[O:17])=[O:17])([CH3:14])[CH3:13].